From a dataset of Catalyst prediction with 721,799 reactions and 888 catalyst types from USPTO. Predict which catalyst facilitates the given reaction. (1) Reactant: [CH2:1]([O:3][C:4]1[C:5]([F:17])=[C:6]([C:9]([CH:15]=[O:16])=[CH:10][C:11]=1[O:12][CH2:13][CH3:14])[C:7]#[N:8])[CH3:2].C(OCC)(=O)C.C(O[BH-](OC(=O)C)OC(=O)C)(=O)C.[Na+]. Product: [CH2:1]([O:3][C:4]1[C:5]([F:17])=[C:6]([C:9]([CH2:15][OH:16])=[CH:10][C:11]=1[O:12][CH2:13][CH3:14])[C:7]#[N:8])[CH3:2]. The catalyst class is: 6. (2) Reactant: [NH2:1][C:2]1[CH:7]=[CH:6][C:5]([NH:8][C:9]2[C:13]([C:14]([NH2:16])=[O:15])=[C:12]([NH:17][CH2:18][C:19]3[CH:24]=[CH:23][C:22]([OH:25])=[CH:21][CH:20]=3)[NH:11][N:10]=2)=[CH:4][CH:3]=1.[C:26](O)(=[O:35])[C:27]1[C:28]([O:33][CH3:34])=[CH:29][CH:30]=[CH:31][CH:32]=1. Product: [OH:25][C:22]1[CH:23]=[CH:24][C:19]([CH2:18][NH:17][C:12]2[NH:11][N:10]=[C:9]([NH:8][C:5]3[CH:4]=[CH:3][C:2]([NH:1][C:26](=[O:35])[C:27]4[CH:32]=[CH:31][CH:30]=[CH:29][C:28]=4[O:33][CH3:34])=[CH:7][CH:6]=3)[C:13]=2[C:14]([NH2:16])=[O:15])=[CH:20][CH:21]=1. The catalyst class is: 3. (3) Reactant: [CH3:1][N:2]1[C:6]([CH3:7])=[C:5]([CH:8]=O)[C:4](=[O:10])[N:3]1[CH3:11].Cl.[NH2:13]O. Product: [CH3:1][N:2]1[C:6]([CH3:7])=[C:5]([C:8]#[N:13])[C:4](=[O:10])[N:3]1[CH3:11]. The catalyst class is: 58. (4) Reactant: C(OC([NH:8][CH:9]1[CH2:14][CH2:13][N:12]([CH2:15][C:16]([O:18][CH3:19])=[O:17])[CH2:11][CH2:10]1)=O)(C)(C)C.[ClH:20].CCOCC. Product: [ClH:20].[NH2:8][CH:9]1[CH2:10][CH2:11][N:12]([CH2:15][C:16]([O:18][CH3:19])=[O:17])[CH2:13][CH2:14]1. The catalyst class is: 5.